From a dataset of Full USPTO retrosynthesis dataset with 1.9M reactions from patents (1976-2016). Predict the reactants needed to synthesize the given product. (1) Given the product [Br:1][C:2]1[CH:11]=[CH:10][C:5]([C:6]([O:8][CH3:9])=[O:7])=[CH:4][C:3]=1[O:12][CH2:20][CH3:21], predict the reactants needed to synthesize it. The reactants are: [Br:1][C:2]1[CH:11]=[CH:10][C:5]([C:6]([O:8][CH3:9])=[O:7])=[CH:4][C:3]=1[OH:12].C([O-])([O-])=O.[K+].[K+].I[CH2:20][CH3:21]. (2) Given the product [N+:13]([C:12]1[CH:11]=[CH:10][CH:9]=[C:4]2[C:3]=1[CH2:2][N:17]([CH:18]1[CH2:24][CH2:23][C:22](=[O:25])[NH:21][C:19]1=[O:20])[C:5]2=[O:7])([O-:15])=[O:14], predict the reactants needed to synthesize it. The reactants are: Br[CH2:2][C:3]1[C:12]([N+:13]([O-:15])=[O:14])=[CH:11][CH:10]=[CH:9][C:4]=1[C:5]([O:7]C)=O.Cl.[NH2:17][CH:18]1[CH2:24][CH2:23][C:22](=[O:25])[NH:21][C:19]1=[O:20].C(N(CC)CC)C.O. (3) Given the product [C:1]([O:5][C:6]([N:8]1[C@H:13]([C:14](=[O:15])[NH:36][C:35]2[CH:37]=[CH:38][CH:39]=[C:40]([O:41][C:42]([F:43])([F:44])[F:45])[C:34]=2[F:33])[CH2:12][C@:11]2([CH2:17][O:18][CH:19]3[CH2:24][CH2:23][CH2:22][CH2:21][O:20]3)[C@H:9]1[CH2:10]2)=[O:7])([CH3:3])([CH3:2])[CH3:4], predict the reactants needed to synthesize it. The reactants are: [C:1]([O:5][C:6]([N:8]1[C@H:13]([C:14](O)=[O:15])[CH2:12][C@:11]2([CH2:17][O:18][CH:19]3[CH2:24][CH2:23][CH2:22][CH2:21][O:20]3)[C@H:9]1[CH2:10]2)=[O:7])([CH3:4])([CH3:3])[CH3:2].ClC(N(C)C)=C(C)C.[F:33][C:34]1[C:40]([O:41][C:42]([F:45])([F:44])[F:43])=[CH:39][CH:38]=[CH:37][C:35]=1[NH2:36].CCN(C(C)C)C(C)C.